This data is from Forward reaction prediction with 1.9M reactions from USPTO patents (1976-2016). The task is: Predict the product of the given reaction. (1) Given the reactants Cl.[F:2][C:3]1[CH:8]=[CH:7][C:6]([NH:9]N)=[CH:5][CH:4]=1.[N:11]12[CH2:19][CH2:18][CH:15]([CH2:16][CH2:17]1)[C:14](=O)[CH2:13][CH2:12]2.[OH-].[Na+], predict the reaction product. The product is: [F:2][C:3]1[CH:8]=[CH:7][C:6]2[NH:9][C:14]3[CH:15]4[CH2:18][CH2:19][N:11]([CH2:12][C:13]=3[C:5]=2[CH:4]=1)[CH2:17][CH2:16]4. (2) Given the reactants [C:1]12([CH2:11][NH:12][C:13]([C:15]3[N:20]4[CH:21]=[C:22]([CH2:24][CH2:25]OS(C)(=O)=O)[N:23]=[C:19]4[CH:18]=[CH:17][CH:16]=3)=[O:14])[CH2:10][CH:5]3[CH2:6][CH:7]([CH2:9][CH:3]([CH2:4]3)[CH2:2]1)[CH2:8]2.[OH:31][CH:32]1[CH2:37][CH2:36][NH:35][CH2:34][CH2:33]1.C([O-])([O-])=O.[Cs+].[Cs+], predict the reaction product. The product is: [C:1]12([CH2:11][NH:12][C:13]([C:15]3[N:20]4[CH:21]=[C:22]([CH2:24][CH2:25][N:35]5[CH2:36][CH2:37][CH:32]([OH:31])[CH2:33][CH2:34]5)[N:23]=[C:19]4[CH:18]=[CH:17][CH:16]=3)=[O:14])[CH2:8][CH:7]3[CH2:6][CH:5]([CH2:4][CH:3]([CH2:9]3)[CH2:2]1)[CH2:10]2. (3) Given the reactants O.C([N:9]1[CH2:14][CH2:13][CH:12]([NH:15][C:16]2[C:25]3[C:20](=[CH:21][CH:22]=[C:23]([O:26][CH3:27])[CH:24]=3)[C:19]([C:28]3[CH:33]=[CH:32][C:31]([O:34][CH3:35])=[CH:30][CH:29]=3)=[N:18][N:17]=2)[CH2:11][CH2:10]1)C1C=CC=CC=1, predict the reaction product. The product is: [CH3:27][O:26][C:23]1[CH:24]=[C:25]2[C:20]([C:19]([C:28]3[CH:33]=[CH:32][C:31]([O:34][CH3:35])=[CH:30][CH:29]=3)=[N:18][N:17]=[C:16]2[NH:15][CH:12]2[CH2:11][CH2:10][NH:9][CH2:14][CH2:13]2)=[CH:21][CH:22]=1. (4) Given the reactants [C:1](=[O:4])([O-:3])[O-].[Cs+].[Cs+].[F:7][C:8]1[CH:13]=[CH:12][CH:11]=[C:10]([F:14])[C:9]=1[N:15]1[C:20](=[O:21])[CH2:19][N:18]([CH2:22][C@H:23]([NH:31]S(C2C=CC=CC=2[N+]([O-])=O)(=O)=O)[C@@H:24]2[CH2:28][C@@H:27]([CH3:29])C(=O)O2)[C:17]([CH3:45])([CH3:44])[CH2:16]1.C1(S)C=CC=CC=1.C(=O)(O)[O-].[Na+].[C:58](OC(OC(C)(C)C)=O)([O:60][C:61]([CH3:64])([CH3:63])[CH3:62])=[O:59].N[C@H]([C@@H]1C[C@@H](C)C(=O)O1)CN1C(C)(C)CN(C2C(F)=CC=CC=2F)C(=O)C1, predict the reaction product. The product is: [C:61]([O:60][C:58](=[O:59])[NH:31][C@H:23]([C@@H:24]1[CH2:28][C@@H:27]([CH3:29])[C:1](=[O:4])[O:3]1)[CH2:22][N:18]1[CH2:19][C:20](=[O:21])[N:15]([C:9]2[C:8]([F:7])=[CH:13][CH:12]=[CH:11][C:10]=2[F:14])[CH2:16][C:17]1([CH3:45])[CH3:44])([CH3:64])([CH3:63])[CH3:62]. (5) Given the reactants [Br:1][C:2]1[C:11]2[C:6](=[CH:7][CH:8]=[C:9]([S:12][C:13]3[CH:18]=[CH:17][CH:16]=[CH:15][CH:14]=3)[CH:10]=2)[C:5]([OH:19])=[C:4]([C:20]([OH:22])=[O:21])[N:3]=1.[C:23](=O)([O-])[O-].[K+].[K+].S([O-])(OC)(=O)=O, predict the reaction product. The product is: [CH3:23][O:21][C:20]([C:4]1[N:3]=[C:2]([Br:1])[C:11]2[C:6]([C:5]=1[OH:19])=[CH:7][CH:8]=[C:9]([S:12][C:13]1[CH:18]=[CH:17][CH:16]=[CH:15][CH:14]=1)[CH:10]=2)=[O:22]. (6) Given the reactants [CH3:1][N:2]([CH3:17])[S:3]([CH2:6][CH2:7][C:8]1[CH:13]=[CH:12][C:11]([N+:14]([O-])=O)=[CH:10][CH:9]=1)(=[O:5])=[O:4], predict the reaction product. The product is: [CH3:17][N:2]([CH3:1])[S:3]([CH2:6][CH2:7][C:8]1[CH:9]=[CH:10][C:11]([NH2:14])=[CH:12][CH:13]=1)(=[O:4])=[O:5]. (7) Given the reactants [Br:1][C:2]1[C:3]([F:12])=[CH:4][C:5](F)=[C:6]([N+:8]([O-:10])=[O:9])[CH:7]=1.CCN(C(C)C)C(C)C.[F:22][C:23]1([F:34])[CH2:28][CH2:27][CH:26]([NH:29][CH2:30][CH:31]([CH3:33])[CH3:32])[CH2:25][CH2:24]1, predict the reaction product. The product is: [Br:1][C:2]1[C:3]([F:12])=[CH:4][C:5]([N:29]([CH:26]2[CH2:25][CH2:24][C:23]([F:22])([F:34])[CH2:28][CH2:27]2)[CH2:30][CH:31]([CH3:33])[CH3:32])=[C:6]([N+:8]([O-:10])=[O:9])[CH:7]=1. (8) Given the reactants [Br:1][C:2]1[CH:11]=[CH:10][CH:9]=[C:8]2[C:3]=1[CH2:4][CH2:5][C:6](=[O:12])[NH:7]2.[CH3:13][Si]([N-][Si](C)(C)C)(C)C.[K+].CI.O, predict the reaction product. The product is: [Br:1][C:2]1[CH:11]=[CH:10][CH:9]=[C:8]2[C:3]=1[CH2:4][CH2:5][C:6](=[O:12])[N:7]2[CH3:13]. (9) Given the reactants [CH2:1]([N:3]([CH2:25][CH3:26])[C:4]1[N:13]([C:14]2[CH:21]=[CH:20][C:17]([C:18]#[N:19])=[CH:16][CH:15]=2)[C:12](=[O:22])[C:11]2[C:6](=[CH:7][C:8]([O:23]C)=[CH:9][CH:10]=2)[N:5]=1)[CH3:2].C[O-].[Na+].C(S)CCCCCCCCCCC, predict the reaction product. The product is: [CH2:25]([N:3]([CH2:1][CH3:2])[C:4]1[N:13]([C:14]2[CH:21]=[CH:20][C:17]([C:18]#[N:19])=[CH:16][CH:15]=2)[C:12](=[O:22])[C:11]2[C:6](=[CH:7][C:8]([OH:23])=[CH:9][CH:10]=2)[N:5]=1)[CH3:26]. (10) The product is: [C:26]([N:30]1[C:34]([CH3:35])=[CH:33][C:32]([NH:36][C:2]2[C:11]3[C:6](=[CH:7][CH:8]=[CH:9][CH:10]=3)[C:5](=[O:12])[N:4]([C:13]3[CH:18]=[CH:17][C:16]([C:19]4[CH:24]=[CH:23][CH:22]=[CH:21][C:20]=4[CH3:25])=[CH:15][CH:14]=3)[N:3]=2)=[N:31]1)([CH3:29])([CH3:28])[CH3:27]. Given the reactants Br[C:2]1[C:11]2[C:6](=[CH:7][CH:8]=[CH:9][CH:10]=2)[C:5](=[O:12])[N:4]([C:13]2[CH:18]=[CH:17][C:16]([C:19]3[CH:24]=[CH:23][CH:22]=[CH:21][C:20]=3[CH3:25])=[CH:15][CH:14]=2)[N:3]=1.[C:26]([N:30]1[C:34]([CH3:35])=[CH:33][C:32]([NH2:36])=[N:31]1)([CH3:29])([CH3:28])[CH3:27], predict the reaction product.